Dataset: Catalyst prediction with 721,799 reactions and 888 catalyst types from USPTO. Task: Predict which catalyst facilitates the given reaction. (1) Reactant: [Si]([O:8][C:9]1[C:10]([F:58])=[C:11]([N:18]([CH2:27][C:28]2[N:29]([C:39]([C:52]3[CH:57]=[CH:56][CH:55]=[CH:54][CH:53]=3)([C:46]3[CH:51]=[CH:50][CH:49]=[CH:48][CH:47]=3)[C:40]3[CH:45]=[CH:44][CH:43]=[CH:42][CH:41]=3)[CH:30]=[C:31]([C:33]3[CH:38]=[CH:37][CH:36]=[CH:35][CH:34]=3)[N:32]=2)[C:19]2[CH:26]=[CH:25][C:22]([C:23]#[N:24])=[CH:21][CH:20]=2)[CH:12]=[C:13]([O:15][CH2:16][CH3:17])[CH:14]=1)(C(C)(C)C)(C)C.CCCC[N+](CCCC)(CCCC)CCCC.[F-]. Product: [CH2:16]([O:15][C:13]1[CH:14]=[C:9]([OH:8])[C:10]([F:58])=[C:11]([N:18]([CH2:27][C:28]2[N:29]([C:39]([C:52]3[CH:53]=[CH:54][CH:55]=[CH:56][CH:57]=3)([C:46]3[CH:47]=[CH:48][CH:49]=[CH:50][CH:51]=3)[C:40]3[CH:45]=[CH:44][CH:43]=[CH:42][CH:41]=3)[CH:30]=[C:31]([C:33]3[CH:38]=[CH:37][CH:36]=[CH:35][CH:34]=3)[N:32]=2)[C:19]2[CH:20]=[CH:21][C:22]([C:23]#[N:24])=[CH:25][CH:26]=2)[CH:12]=1)[CH3:17]. The catalyst class is: 49. (2) Reactant: Cl[C:2]1[C:3](=[O:16])[NH:4][C:5]2[C:10]([N:11]=1)=[CH:9][C:8]([C:12]([O:14][CH3:15])=[O:13])=[CH:7][CH:6]=2.[CH3:17][CH:18]([NH2:20])[CH3:19].CCN(C(C)C)C(C)C. Product: [O:16]=[C:3]1[C:2]([NH:20][CH:18]([CH3:19])[CH3:17])=[N:11][C:10]2[C:5](=[CH:6][CH:7]=[C:8]([C:12]([O:14][CH3:15])=[O:13])[CH:9]=2)[NH:4]1. The catalyst class is: 58.